Predict which catalyst facilitates the given reaction. From a dataset of Catalyst prediction with 721,799 reactions and 888 catalyst types from USPTO. (1) Reactant: C([O:5][C:6]([C:8]1[NH:9][C:10]([CH3:19])=[C:11]([C:14]([O:16][CH2:17][CH3:18])=[O:15])[C:12]=1[CH3:13])=O)(C)(C)C.C(OCC)(OCC)OCC. Product: [CH3:19][C:10]1[NH:9][C:8]([CH:6]=[O:5])=[C:12]([CH3:13])[C:11]=1[C:14]([O:16][CH2:17][CH3:18])=[O:15]. The catalyst class is: 55. (2) Reactant: C1(S([CH:9]([C:20]2[O:21][C:22]([Br:25])=[CH:23][CH:24]=2)[CH2:10][NH:11][C:12]([C:14]2[CH:19]=[CH:18][CH:17]=[CH:16][N:15]=2)=[O:13])=O)C=CC=CC=1.C([O-])([O-])=O.[Na+].[Na+]. Product: [Br:25][C:22]1[O:21][C:20](/[CH:9]=[CH:10]/[NH:11][C:12]([C:14]2[CH:19]=[CH:18][CH:17]=[CH:16][N:15]=2)=[O:13])=[CH:24][CH:23]=1. The catalyst class is: 11. (3) Reactant: [CH2:1]([C@@:5]1([CH2:28][CH3:29])[NH:11][C@H:10]([C:12]2[CH:17]=[CH:16][CH:15]=[CH:14][CH:13]=2)[C:9]2[CH:18]=[C:19]([O:24][CH3:25])[C:20]([CH2:22][NH2:23])=[CH:21][C:8]=2[S:7](=[O:27])(=[O:26])[CH2:6]1)[CH2:2][CH2:3][CH3:4].N1C=CC=CC=1.[Cl:36][CH2:37][C:38](Cl)=[O:39]. Product: [CH2:1]([C@@:5]1([CH2:28][CH3:29])[NH:11][C@H:10]([C:12]2[CH:13]=[CH:14][CH:15]=[CH:16][CH:17]=2)[C:9]2[CH:18]=[C:19]([O:24][CH3:25])[C:20]([CH2:22][NH:23][C:38](=[O:39])[CH2:37][Cl:36])=[CH:21][C:8]=2[S:7](=[O:26])(=[O:27])[CH2:6]1)[CH2:2][CH2:3][CH3:4]. The catalyst class is: 2.